Dataset: Forward reaction prediction with 1.9M reactions from USPTO patents (1976-2016). Task: Predict the product of the given reaction. (1) Given the reactants [CH2:1]([OH:6])[CH2:2][CH2:3][CH2:4][CH3:5].[C:7]1([CH3:17])[CH:12]=[CH:11][C:10]([S:13](Cl)(=[O:15])=[O:14])=[CH:9][CH:8]=1, predict the reaction product. The product is: [CH3:17][C:7]1[CH:12]=[CH:11][C:10]([S:13]([O:6][CH2:1][CH2:2][CH2:3][CH2:4][CH3:5])(=[O:15])=[O:14])=[CH:9][CH:8]=1. (2) Given the reactants Br[C:2]1[CH:3]=[N:4][C:5]([C:8]([F:11])([F:10])[F:9])=[N:6][CH:7]=1.C([Li])CCC.CCCCCC.[CH:23](=[N:26][S@:27]([C:29]([CH3:32])([CH3:31])[CH3:30])=[O:28])[CH2:24][CH3:25].C(=NS(C(C)(C)C)=O)CC.[Cl-].[NH4+], predict the reaction product. The product is: [F:9][C:8]([F:11])([F:10])[C:5]1[N:4]=[CH:3][C:2]([C@H:23]([NH:26][S@:27]([C:29]([CH3:32])([CH3:31])[CH3:30])=[O:28])[CH2:24][CH3:25])=[CH:7][N:6]=1. (3) Given the reactants [CH2:1]([S:8][C:9]1[CH:14]=[CH:13][C:12]([C:15]2[NH:36][C:18]3=[N:19][C:20]([N:23]4[CH2:28][CH2:27][N:26](C(OC(C)(C)C)=O)[CH2:25][CH2:24]4)=[CH:21][CH:22]=[C:17]3[N:16]=2)=[CH:11][CH:10]=1)[C:2]1[CH:7]=[CH:6][CH:5]=[CH:4][CH:3]=1.C(O)(C(F)(F)F)=O, predict the reaction product. The product is: [CH2:1]([S:8][C:9]1[CH:14]=[CH:13][C:12]([C:15]2[NH:36][C:18]3=[N:19][C:20]([N:23]4[CH2:24][CH2:25][NH:26][CH2:27][CH2:28]4)=[CH:21][CH:22]=[C:17]3[N:16]=2)=[CH:11][CH:10]=1)[C:2]1[CH:3]=[CH:4][CH:5]=[CH:6][CH:7]=1. (4) Given the reactants [NH2:1][C:2]1[CH:7]=[CH:6][C:5]([N:8]2[C:14](=[O:15])[CH2:13][C:12](=[O:16])[NH:11][C:10]3[C:17]4[C:22]([CH:23]=[CH:24][C:9]2=3)=[CH:21][CH:20]=[CH:19][CH:18]=4)=[CH:4][CH:3]=1.[CH3:25][O:26][C:27]1[CH:35]=[CH:34][CH:33]=[C:32]([O:36][CH3:37])[C:28]=1[C:29](Cl)=[O:30].O=C1CC(=O)N(C2C=CC(C(O)=O)=CC=2)C2C=CC3C(C=2N1)=CC=CC=3, predict the reaction product. The product is: [CH3:37][O:36][C:32]1[CH:33]=[CH:34][CH:35]=[C:27]([O:26][CH3:25])[C:28]=1[C:29]([NH:1][C:2]1[CH:7]=[CH:6][C:5]([N:8]2[C:14](=[O:15])[CH2:13][C:12](=[O:16])[NH:11][C:10]3[C:17]4[C:22]([CH:23]=[CH:24][C:9]2=3)=[CH:21][CH:20]=[CH:19][CH:18]=4)=[CH:4][CH:3]=1)=[O:30]. (5) Given the reactants C([C:3]([CH2:16][CH3:17])(P(=O)([O-])[O-])/[C:4](/[CH3:11])=[CH:5]/[C:6]([O:8][CH2:9][CH3:10])=[O:7])C.C([Li])CCC.[CH3:23][C:24]1([CH3:46])[CH2:33][CH:32]=[C:31]([C:34]2[CH:39]=[CH:38][C:37]([CH3:40])=[CH:36][CH:35]=2)[C:30]2[CH:29]=[C:28](/[C:41](/C)=[CH:42]/C=O)[CH:27]=[CH:26][C:25]1=2, predict the reaction product. The product is: [CH3:11]/[C:4](/[CH:3]=[CH:16]/[CH:17]=[C:41](/[C:28]1[CH:27]=[CH:26][C:25]2[C:24]([CH3:23])([CH3:46])[CH2:33][CH:32]=[C:31]([C:34]3[CH:39]=[CH:38][C:37]([CH3:40])=[CH:36][CH:35]=3)[C:30]=2[CH:29]=1)\[CH3:42])=[CH:5]\[C:6]([O:8][CH2:9][CH3:10])=[O:7]. (6) Given the reactants [CH2:1]([O:8][C:9](=[O:29])[CH:10]([O:17][N:18]1C(=O)C2C(=CC=CC=2)C1=O)[C:11]1[CH:16]=[CH:15][CH:14]=[CH:13][CH:12]=1)[C:2]1[CH:7]=[CH:6][CH:5]=[CH:4][CH:3]=1.NN, predict the reaction product. The product is: [CH2:1]([O:8][C:9](=[O:29])[CH:10]([O:17][NH2:18])[C:11]1[CH:16]=[CH:15][CH:14]=[CH:13][CH:12]=1)[C:2]1[CH:3]=[CH:4][CH:5]=[CH:6][CH:7]=1. (7) Given the reactants [ClH:1].CCOCC.C(OC([N:14]1[CH2:17][CH2:16][C@H:15]1[CH2:18][O:19][C:20]1[CH:21]=[C:22]([C@@H:26]2[CH2:28][C@H:27]2[CH2:29][CH2:30][OH:31])[CH:23]=[N:24][CH:25]=1)=O)(C)(C)C, predict the reaction product. The product is: [ClH:1].[NH:14]1[CH2:17][CH2:16][C@H:15]1[CH2:18][O:19][C:20]1[CH:21]=[C:22]([C@@H:26]2[CH2:28][C@H:27]2[CH2:29][CH2:30][OH:31])[CH:23]=[N:24][CH:25]=1. (8) Given the reactants CO.[F:3][C:4]1[CH:5]=[C:6]([N+:11]([O-:13])=[O:12])[CH:7]=[CH:8][C:9]=1F.[NH:14]1[CH2:19][CH2:18][O:17][CH2:16][CH2:15]1, predict the reaction product. The product is: [F:3][C:4]1[CH:5]=[C:6]([N+:11]([O-:13])=[O:12])[CH:7]=[CH:8][C:9]=1[N:14]1[CH2:19][CH2:18][O:17][CH2:16][CH2:15]1. (9) Given the reactants C(OC([N:8]1[CH2:13][CH2:12][C:11](=O)[CH2:10][CH2:9]1)=O)(C)(C)C.[N+:15]([CH:18]=[CH:19][C:20]1[CH:25]=[CH:24][C:23]([Cl:26])=[CH:22][CH:21]=1)([O-])=O.[Cl:27][C:28]1[CH:35]=[CH:34][CH:33]=[CH:32][C:29]=1[CH2:30]N, predict the reaction product. The product is: [Cl:27][C:28]1[CH:35]=[CH:34][CH:33]=[CH:32][C:29]=1[CH2:30][N:15]1[C:11]2[CH2:10][CH2:9][NH:8][CH2:13][C:12]=2[C:19]([C:20]2[CH:25]=[CH:24][C:23]([Cl:26])=[CH:22][CH:21]=2)=[CH:18]1. (10) Given the reactants [CH2:1]([N:8]1[C:13]2[N:14]=[C:15]([S:19][CH3:20])[N:16]=[C:17](Cl)[C:12]=2[C:11](=[O:21])[CH:10]([C:22]([O:24][CH2:25][CH3:26])=[O:23])[CH2:9]1)[C:2]1[CH:7]=[CH:6][CH:5]=[CH:4][CH:3]=1.C(N(CC)CC)C.O.[NH2:35][NH2:36], predict the reaction product. The product is: [CH2:1]([N:8]1[C:13]2[N:14]=[C:15]([S:19][CH3:20])[N:16]=[C:17]([NH:35][NH2:36])[C:12]=2[C:11](=[O:21])[CH:10]([C:22]([O:24][CH2:25][CH3:26])=[O:23])[CH2:9]1)[C:2]1[CH:7]=[CH:6][CH:5]=[CH:4][CH:3]=1.